Dataset: Peptide-MHC class I binding affinity with 185,985 pairs from IEDB/IMGT. Task: Regression. Given a peptide amino acid sequence and an MHC pseudo amino acid sequence, predict their binding affinity value. This is MHC class I binding data. The peptide sequence is TFLESSFDIK. The MHC is HLA-A11:01 with pseudo-sequence HLA-A11:01. The binding affinity (normalized) is 0.276.